This data is from Reaction yield outcomes from USPTO patents with 853,638 reactions. The task is: Predict the reaction yield, written as a fraction of the theoretical maximum amount of product (1.0 means a 100% yield; for example, 0.34 means a 34% yield). (1) The reactants are [F:1][C:2]([F:34])([F:33])[C:3]1[CH:4]=[C:5]([CH:26]=[C:27]([C:29]([F:32])([F:31])[F:30])[CH:28]=1)[CH2:6][N:7]1[CH2:14][CH2:13][CH2:12][O:11][C:10]2[N:15]=[CH:16][CH:17]=[C:18]([C:19]3[CH:24]=[CH:23][CH:22]=[CH:21][CH:20]=3)[C:9]=2[C:8]1=[O:25].ClC1C=CC=C(C(OO)=[O:43])C=1. The catalyst is C(Cl)Cl. The product is [F:34][C:2]([F:1])([F:33])[C:3]1[CH:4]=[C:5]([CH:26]=[C:27]([C:29]([F:32])([F:31])[F:30])[CH:28]=1)[CH2:6][N:7]1[CH2:14][CH2:13][CH2:12][O:11][C:10]2[N+:15]([O-:43])=[CH:16][CH:17]=[C:18]([C:19]3[CH:20]=[CH:21][CH:22]=[CH:23][CH:24]=3)[C:9]=2[C:8]1=[O:25]. The yield is 0.540. (2) The reactants are [F:1][C:2]1[CH:9]=[C:8]([O:10][CH2:11][C:12]#[CH:13])[CH:7]=[C:6]([F:14])[C:3]=1[CH2:4][OH:5].[C:15]([O:19][C:20]([N:22]1[CH2:27][CH2:26][N:25]([C:28](Cl)=[O:29])[C@H:24]([CH2:31][CH3:32])[CH2:23]1)=[O:21])([CH3:18])([CH3:17])[CH3:16]. No catalyst specified. The product is [F:1][C:2]1[CH:9]=[C:8]([O:10][CH2:11][C:12]#[CH:13])[CH:7]=[C:6]([F:14])[C:3]=1[CH2:4][O:5][C:28]([N:25]1[CH2:26][CH2:27][N:22]([C:20]([O:19][C:15]([CH3:17])([CH3:16])[CH3:18])=[O:21])[CH2:23][C@H:24]1[CH2:31][CH3:32])=[O:29]. The yield is 0.670. (3) The reactants are [CH3:1][CH:2]([CH3:21])[CH2:3][CH2:4][NH:5][C:6]1[S:7][CH:8]=[C:9]([C:11]2[CH:16]=[CH:15][C:14]([C:17]([F:20])([F:19])[F:18])=[CH:13][CH:12]=2)[N:10]=1.[H-].[Na+].Cl[CH2:25][C:26]1[CH:45]=[CH:44][C:29]([CH2:30][O:31][C:32]2[CH:37]=[CH:36][C:35]([CH2:38][CH2:39][C:40]([O:42][CH3:43])=[O:41])=[CH:34][CH:33]=2)=[CH:28][CH:27]=1.O. The catalyst is CN(C)C=O. The product is [CH3:1][CH:2]([CH3:21])[CH2:3][CH2:4][N:5]([CH2:25][C:26]1[CH:45]=[CH:44][C:29]([CH2:30][O:31][C:32]2[CH:37]=[CH:36][C:35]([CH2:38][CH2:39][C:40]([O:42][CH3:43])=[O:41])=[CH:34][CH:33]=2)=[CH:28][CH:27]=1)[C:6]1[S:7][CH:8]=[C:9]([C:11]2[CH:16]=[CH:15][C:14]([C:17]([F:18])([F:20])[F:19])=[CH:13][CH:12]=2)[N:10]=1. The yield is 0.570. (4) The reactants are CC(OC1C=CC=C(OC(C)C)C=1C1C(P(C2CCCCC2)C2CCCCC2)=CC=CC=1)C.[Li+].C[Si]([N-][Si](C)(C)C)(C)C.Cl[C:45]1[CH:54]=[CH:53][CH:52]=[C:51]2[C:46]=1[CH:47]=[C:48]1[CH2:67][C:59]3([CH2:64][O:63][C:62]([CH3:66])([CH3:65])[O:61][CH2:60]3)[CH2:58][C:49]1=[C:50]2[C:55](=[O:57])[CH3:56].[NH:68]1[CH2:72][CH2:71][CH2:70][CH2:69]1. The catalyst is C1COCC1.CCCCCC.CCOC(C)=O. The product is [CH3:66][C:62]1([CH3:65])[O:63][CH2:64][C:59]2([CH2:58][C:49]3=[C:50]([C:55](=[O:57])[CH3:56])[C:51]4[C:46]([CH:47]=[C:48]3[CH2:67]2)=[C:45]([N:68]2[CH2:72][CH2:71][CH2:70][CH2:69]2)[CH:54]=[CH:53][CH:52]=4)[CH2:60][O:61]1. The yield is 0.350. (5) The reactants are [Br:1][C:2]1[CH:3]=[C:4]2[C:8](=[CH:9][CH:10]=1)[NH:7][C:6](=[O:11])[CH2:5]2.[CH2:12]([N:14]([CH2:31][CH3:32])[CH2:15][CH2:16][NH:17][C:18]([C:20]1[NH:21][C:22]([CH:29]=O)=[C:23]2[C:28]=1[CH2:27][CH2:26][CH2:25][CH2:24]2)=[O:19])[CH3:13]. No catalyst specified. The product is [CH2:31]([N:14]([CH2:12][CH3:13])[CH2:15][CH2:16][NH:17][C:18]([C:20]1[NH:21][C:22]([CH:29]=[C:5]2[C:4]3[C:8](=[CH:9][CH:10]=[C:2]([Br:1])[CH:3]=3)[NH:7][C:6]2=[O:11])=[C:23]2[C:28]=1[CH2:27][CH2:26][CH2:25][CH2:24]2)=[O:19])[CH3:32]. The yield is 0.670. (6) The reactants are [H-].[Na+].[CH:3]1([C:6]2[NH:7][C:8]3[C:13]([CH:14]=2)=[CH:12][C:11]([F:15])=[CH:10][CH:9]=3)[CH2:5][CH2:4]1.C[N:17](C=O)C. No catalyst specified. The product is [CH:3]1([C:6]2[N:7]([NH2:17])[C:8]3[C:13]([CH:14]=2)=[CH:12][C:11]([F:15])=[CH:10][CH:9]=3)[CH2:5][CH2:4]1. The yield is 0.700. (7) The reactants are [CH3:1][O:2][C:3](=[O:12])[C:4]1[CH:9]=[C:8]([Cl:10])[CH:7]=[CH:6][C:5]=1[OH:11].C([O-])([O-])=O.[Cs+].[Cs+].Br[CH2:20][CH2:21][CH2:22][OH:23]. The catalyst is CN(C=O)C.O. The product is [CH3:1][O:2][C:3](=[O:12])[C:4]1[CH:9]=[C:8]([Cl:10])[CH:7]=[CH:6][C:5]=1[O:11][CH2:20][CH2:21][CH2:22][OH:23]. The yield is 0.950.